Dataset: Catalyst prediction with 721,799 reactions and 888 catalyst types from USPTO. Task: Predict which catalyst facilitates the given reaction. (1) Reactant: [I:1][C:2]1[CH:3]=[CH:4][C:5]([NH:8][S:9]([C:12]2[CH:17]=[CH:16][C:15]([CH3:18])=[CH:14][CH:13]=2)(=[O:11])=[O:10])=[N:6][CH:7]=1.Br[CH:20]([C:22](=[O:25])[CH2:23][CH3:24])[CH3:21].C(N(CC)C(C)C)(C)C. Product: [I:1][C:2]1[CH:3]=[CH:4][C:5](=[N:8][S:9]([C:12]2[CH:17]=[CH:16][C:15]([CH3:18])=[CH:14][CH:13]=2)(=[O:11])=[O:10])[N:6]([CH:20]([C:22](=[O:25])[CH2:23][CH3:24])[CH3:21])[CH:7]=1. The catalyst class is: 1. (2) Reactant: C(N(S(F)(F)F)CC)C.O[C:11]1([C:28]2[CH:33]=[CH:32][C:31]([OH:34])=[CH:30][N:29]=2)[CH2:16][CH2:15][CH:14]([NH:17][C:18](=[O:27])[CH2:19][CH2:20][C:21]2[CH:26]=[CH:25][CH:24]=[CH:23][CH:22]=2)[CH2:13][CH2:12]1. Product: [OH:34][C:31]1[CH:32]=[CH:33][C:28]([C:11]2[CH2:16][CH2:15][CH:14]([NH:17][C:18](=[O:27])[CH2:19][CH2:20][C:21]3[CH:22]=[CH:23][CH:24]=[CH:25][CH:26]=3)[CH2:13][CH:12]=2)=[N:29][CH:30]=1. The catalyst class is: 4. (3) Reactant: [CH:1]1([C:6]([O:8][CH2:9][O:10][C:11]2[N:16]=[C:15](/[N:17]=[CH:18]/N(C)C)[C:14]([F:22])=[CH:13][N:12]=2)=[O:7])[CH2:5][CH2:4][CH2:3][CH2:2]1.Cl.C([O-])(O)=[O:25].[Na+]. Product: [CH:1]1([C:6]([O:8][CH2:9][O:10][C:11]2[N:16]=[C:15]([NH:17][CH:18]=[O:25])[C:14]([F:22])=[CH:13][N:12]=2)=[O:7])[CH2:5][CH2:4][CH2:3][CH2:2]1. The catalyst class is: 12. (4) Reactant: [Cl:1][C:2]1[CH:3]=[C:4]2[C:9](=[CH:10][CH:11]=1)[O:8][CH:7]=[C:6]([CH:12]=O)[C:5]2=[O:14].[CH3:15][O:16][C:17]([C:19]#[C:20][C:21]([O:23][CH3:24])=[O:22])=[O:18].C1(P(C2C=CC=CC=2)C2C=CC=CC=2)C=CC=CC=1.[NH2:44][CH2:45][CH2:46][C:47]1[C:55]2[C:50](=[CH:51][CH:52]=[CH:53][CH:54]=2)[NH:49][CH:48]=1. Product: [CH3:15][O:16][C:17]([C:19]1[C:20]2([C:21]([O:23][CH3:24])=[O:22])[N:44]([CH2:45][CH2:46][C:47]3[C:55]4[C:50](=[CH:51][CH:52]=[CH:53][CH:54]=4)[NH:49][C:48]=32)[CH:7]=[C:6]([C:5](=[O:14])[C:4]2[CH:3]=[C:2]([Cl:1])[CH:11]=[CH:10][C:9]=2[OH:8])[CH:12]=1)=[O:18]. The catalyst class is: 11. (5) Reactant: [CH2:1]([O:3][C:4]([CH2:6][N:7]1[CH:11]=[CH:10][N:9]=[C:8]1/[CH:12]=[C:13]1\[CH2:14][N:15]([C:20]([C:33]2[CH:38]=[CH:37][CH:36]=[CH:35][CH:34]=2)([C:27]2[CH:32]=[CH:31][CH:30]=[CH:29][CH:28]=2)[C:21]2[CH:26]=[CH:25][CH:24]=[CH:23][CH:22]=2)[CH2:16][CH2:17][CH:18]\1O)=[O:5])[CH3:2].C(OC(OCC(C)(C)C)N(C)C)C(C)(C)C.[C:55]([OH:58])(=[S:57])[CH3:56]. Product: [C:55]([S:57][CH:12]([C:8]1[N:7]([CH2:6][C:4]([O:3][CH2:1][CH3:2])=[O:5])[CH:11]=[CH:10][N:9]=1)[C:13]1[CH2:14][N:15]([C:20]([C:33]2[CH:34]=[CH:35][CH:36]=[CH:37][CH:38]=2)([C:21]2[CH:26]=[CH:25][CH:24]=[CH:23][CH:22]=2)[C:27]2[CH:28]=[CH:29][CH:30]=[CH:31][CH:32]=2)[CH2:16][CH2:17][CH:18]=1)(=[O:58])[CH3:56]. The catalyst class is: 11. (6) Reactant: [C:1]([O:5][C:6](=[O:34])[N:7]([C:16]1[S:17][C:18]([CH2:32][OH:33])=[CH:19][C@:20]([C:24]2[CH:29]=[C:28]([Br:30])[CH:27]=[CH:26][C:25]=2[F:31])([CH2:22][F:23])[N:21]=1)[CH2:8][O:9][CH2:10][CH2:11][Si:12]([CH3:15])([CH3:14])[CH3:13])([CH3:4])([CH3:3])[CH3:2].CC1(C)[O:41][C:40](=O)[CH:39]=[C:38]([CH3:43])[O:37]1. Product: [O:37]=[C:38]([CH3:43])[CH2:39][C:40]([O:33][CH2:32][C:18]1[S:17][C:16]([N:7]([C:6]([O:5][C:1]([CH3:4])([CH3:2])[CH3:3])=[O:34])[CH2:8][O:9][CH2:10][CH2:11][Si:12]([CH3:13])([CH3:14])[CH3:15])=[N:21][C@@:20]([C:24]2[CH:29]=[C:28]([Br:30])[CH:27]=[CH:26][C:25]=2[F:31])([CH2:22][F:23])[CH:19]=1)=[O:41]. The catalyst class is: 113.